Dataset: Forward reaction prediction with 1.9M reactions from USPTO patents (1976-2016). Task: Predict the product of the given reaction. (1) Given the reactants Cl.C(O[C:5]([C:7]1[CH:8]=[C:9]2[C:13](=[CH:14][CH:15]=1)[NH:12][N:11]=[C:10]2[C:16]1[CH:21]=[CH:20][C:19]([F:22])=[CH:18][CH:17]=1)=[NH:6])C.C(N(CC)CC)C.[C:30]([NH:38][NH2:39])(=O)[C:31]1[CH:36]=[CH:35][CH:34]=[CH:33][CH:32]=1, predict the reaction product. The product is: [F:22][C:19]1[CH:18]=[CH:17][C:16]([C:10]2[C:9]3[C:13](=[CH:14][CH:15]=[C:7]([C:5]4[NH:6][C:30]([C:31]5[CH:36]=[CH:35][CH:34]=[CH:33][CH:32]=5)=[N:38][N:39]=4)[CH:8]=3)[NH:12][N:11]=2)=[CH:21][CH:20]=1. (2) Given the reactants [OH2:1].[NH2:2][NH2:3].[C:4](#[N:7])[CH:5]=[CH2:6].CO[C:10]1[CH:17]=[CH:16][C:13]([CH:14]=O)=[CH:12][CH:11]=1.[CH2:18](O)C, predict the reaction product. The product is: [CH3:18][O:1][C:10]1[CH:17]=[CH:16][C:13]([CH2:14][N:2]2[C:4]([NH2:7])=[CH:5][CH:6]=[N:3]2)=[CH:12][CH:11]=1. (3) Given the reactants [S:1]1[C:5]2[CH:6]=[CH:7][CH:8]=[CH:9][C:4]=2[N:3]=[C:2]1[CH2:10][NH2:11].[CH2:12]([O:19][C:20]1[CH:25]=[CH:24][N:23]([C:26]2[S:27][C:28]([C:32](O)=[O:33])=[C:29]([CH3:31])[N:30]=2)[C:22](=[O:35])[CH:21]=1)[C:13]1[CH:18]=[CH:17][CH:16]=[CH:15][CH:14]=1, predict the reaction product. The product is: [S:1]1[C:5]2[CH:6]=[CH:7][CH:8]=[CH:9][C:4]=2[N:3]=[C:2]1[CH2:10][NH:11][C:32]([C:28]1[S:27][C:26]([N:23]2[CH:24]=[CH:25][C:20]([O:19][CH2:12][C:13]3[CH:18]=[CH:17][CH:16]=[CH:15][CH:14]=3)=[CH:21][C:22]2=[O:35])=[N:30][C:29]=1[CH3:31])=[O:33]. (4) Given the reactants COC1C=CC(C[N:8]2[C:16]3[C:11](=[C:12]4[S:19][CH:18]=[N:17][C:13]4=[CH:14][CH:15]=3)[C:10]3([C:31]4[C:22](=[CH:23][C:24]5[O:29][CH2:28][CH2:27][O:26][C:25]=5[CH:30]=4)[O:21][CH2:20]3)[C:9]2=[O:32])=CC=1.FC(F)(F)S(O)(=O)=O, predict the reaction product. The product is: [S:19]1[C:12]2=[C:11]3[C:16](=[CH:15][CH:14]=[C:13]2[N:17]=[CH:18]1)[NH:8][C:9](=[O:32])[C:10]13[C:31]2[C:22](=[CH:23][C:24]3[O:29][CH2:28][CH2:27][O:26][C:25]=3[CH:30]=2)[O:21][CH2:20]1.